This data is from TCR-epitope binding with 47,182 pairs between 192 epitopes and 23,139 TCRs. The task is: Binary Classification. Given a T-cell receptor sequence (or CDR3 region) and an epitope sequence, predict whether binding occurs between them. The epitope is IVTDFSVIK. The TCR CDR3 sequence is CASSPGTGKAGELFF. Result: 1 (the TCR binds to the epitope).